Dataset: Catalyst prediction with 721,799 reactions and 888 catalyst types from USPTO. Task: Predict which catalyst facilitates the given reaction. (1) Reactant: [Si:1]([O:8][CH2:9][C:10]1[CH:15]=[CH:14][C:13]([NH:16][CH2:17][C:18]2[CH:23]=[CH:22][C:21]([NH:24][C:25](=[O:31])[O:26][C:27]([CH3:30])([CH3:29])[CH3:28])=[CH:20][CH:19]=2)=[C:12]([O:32][CH3:33])[CH:11]=1)([C:4]([CH3:7])([CH3:6])[CH3:5])([CH3:3])[CH3:2].[CH3:34][C:35]([O:38][C:39](O[C:39]([O:38][C:35]([CH3:37])([CH3:36])[CH3:34])=[O:40])=[O:40])([CH3:37])[CH3:36].C([O-])(O)=O.[Na+]. Product: [Si:1]([O:8][CH2:9][C:10]1[CH:15]=[CH:14][C:13]([N:16]([CH2:17][C:18]2[CH:19]=[CH:20][C:21]([NH:24][C:25](=[O:31])[O:26][C:27]([CH3:30])([CH3:29])[CH3:28])=[CH:22][CH:23]=2)[C:39]([O:38][C:35]([CH3:37])([CH3:36])[CH3:34])=[O:40])=[C:12]([O:32][CH3:33])[CH:11]=1)([C:4]([CH3:7])([CH3:6])[CH3:5])([CH3:2])[CH3:3]. The catalyst class is: 20. (2) Reactant: O[CH2:2][C:3]1[CH:8]=[CH:7][C:6]([C:9]#[C:10][C:11]2[CH:16]=[CH:15][C:14]([CH2:17][C:18]([O:20][CH3:21])=[O:19])=[CH:13][CH:12]=2)=[CH:5][C:4]=1[CH:22]([CH3:24])[CH3:23].C1(P(C2C=CC=CC=2)C2C=CC=CC=2)C=CC=CC=1.[Br:44]N1C(=O)CCC1=O. Product: [Br:44][CH2:2][C:3]1[CH:8]=[CH:7][C:6]([C:9]#[C:10][C:11]2[CH:16]=[CH:15][C:14]([CH2:17][C:18]([O:20][CH3:21])=[O:19])=[CH:13][CH:12]=2)=[CH:5][C:4]=1[CH:22]([CH3:24])[CH3:23]. The catalyst class is: 2. (3) Reactant: [Cl:1][C:2]1[CH:3]=[C:4]2[C:9](=[CH:10][CH:11]=1)[O:8][C:7](=[O:12])[CH:6]=[C:5]2[OH:13].CCN(C(C)C)C(C)C.[Br:23][C:24]1[S:28][C:27]([S:29](Cl)(=[O:31])=[O:30])=[CH:26][CH:25]=1. Product: [Cl:1][C:2]1[CH:11]=[CH:10][C:9]2[O:8][C:7](=[O:12])[CH:6]=[C:5]([O:13][S:29]([C:27]3[S:28][C:24]([Br:23])=[CH:25][CH:26]=3)(=[O:31])=[O:30])[C:4]=2[CH:3]=1. The catalyst class is: 2.